From a dataset of Catalyst prediction with 721,799 reactions and 888 catalyst types from USPTO. Predict which catalyst facilitates the given reaction. (1) Reactant: C(OC([N:8]1[C@H:13]([C:14](=[O:28])[NH:15][C:16]2[CH:21]=[CH:20][CH:19]=[C:18]([O:22][C:23]([F:26])([F:25])[F:24])[C:17]=2[F:27])[CH2:12][C@:11]2([CH2:29][O:30]C3CCCCO3)[C@H:9]1[CH2:10]2)=O)(C)(C)C.[ClH:37]. Product: [ClH:37].[F:27][C:17]1[C:18]([O:22][C:23]([F:25])([F:26])[F:24])=[CH:19][CH:20]=[CH:21][C:16]=1[NH:15][C:14]([C@@H:13]1[CH2:12][C@:11]2([CH2:29][OH:30])[C@@H:9]([CH2:10]2)[NH:8]1)=[O:28]. The catalyst class is: 12. (2) Reactant: [N+:1]([C:4]1[CH:9]=[CH:8][C:7]([N:10]2[CH2:14][CH2:13][C@@H:12]([NH:15][C:16](=[O:22])[O:17][C:18]([CH3:21])([CH3:20])[CH3:19])[CH2:11]2)=[CH:6][CH:5]=1)([O-:3])=[O:2].[H-].[Na+].Cl.Cl[CH2:27][CH2:28][N:29]([CH2:32][CH3:33])[CH2:30][CH3:31].O. Product: [CH2:28]([N:29]([CH2:32][CH3:33])[CH2:30][CH2:31][N:15]([C@@H:12]1[CH2:13][CH2:14][N:10]([C:7]2[CH:6]=[CH:5][C:4]([N+:1]([O-:3])=[O:2])=[CH:9][CH:8]=2)[CH2:11]1)[C:16](=[O:22])[O:17][C:18]([CH3:19])([CH3:21])[CH3:20])[CH3:27]. The catalyst class is: 9. (3) Reactant: [CH:1]12[NH:8][CH:5]([CH2:6][CH2:7]1)[CH2:4][CH:3]([NH:9][C:10](=[O:12])[CH3:11])[CH2:2]2.C(N1CCC(NC2[C:36]3[C:31](=[C:32](OC)[CH:33]=[C:34](OC)[CH:35]=3)[C:30]([C:41]3[CH:46]=[CH:45]C(OC)=C[CH:42]=3)=NN=2)CC1)C1C=CC=CC=1.C(=O)([O-])[O-].[K+].[K+].BrCC1C=CC2C(=CC=CC=2)C=1.[OH-].[Na+]. Product: [CH:30]1[C:31]2[C:32](=[CH:33][CH:34]=[CH:35][CH:36]=2)[CH:45]=[CH:46][C:41]=1[CH2:42][N:8]1[CH:5]2[CH2:6][CH2:7][CH:1]1[CH2:2][CH:3]([NH:9][C:10](=[O:12])[CH3:11])[CH2:4]2. The catalyst class is: 21. (4) Reactant: [NH2:1][C:2]1[N:7]=[C:6]([OH:8])[C:5]([S:9][C:10]2[CH:15]=[CH:14][C:13]([CH2:16]Cl)=[CH:12][CH:11]=2)=[C:4]([CH3:18])[N:3]=1.[C-:19]#[N:20].[K+].O. Product: [NH2:1][C:2]1[N:7]=[C:6]([OH:8])[C:5]([S:9][C:10]2[CH:15]=[CH:14][C:13]([CH2:16][C:19]#[N:20])=[CH:12][CH:11]=2)=[C:4]([CH3:18])[N:3]=1. The catalyst class is: 623. (5) Reactant: Br[C:2]1[CH:3]=[C:4]([CH:8]2[O:13][CH2:12][CH2:11][CH2:10][O:9]2)[CH:5]=[CH:6][CH:7]=1.[F:14][C:15]([F:23])([F:22])[C:16](=[O:21])[CH:17]=[C:18]([CH3:20])[CH3:19]. Product: [O:9]1[CH2:10][CH2:11][CH2:12][O:13][CH:8]1[C:4]1[CH:3]=[C:2]([C:18]([CH3:20])([CH3:19])[CH2:17][C:16](=[O:21])[C:15]([F:23])([F:22])[F:14])[CH:7]=[CH:6][CH:5]=1. The catalyst class is: 205. (6) Reactant: C([O:3][CH:4](OCC)[CH2:5][CH2:6][CH2:7][NH:8][C:9]([C:11]12[CH2:20][CH:15]3[CH2:16][CH:17]([CH2:19][CH:13]([CH2:14]3)[CH2:12]1)[CH2:18]2)=[O:10])C.C(O)(=O)C.Cl. Product: [O:3]=[CH:4][CH2:5][CH2:6][CH2:7][NH:8][C:9]([C:11]12[CH2:18][CH:17]3[CH2:19][CH:13]([CH2:14][CH:15]([CH2:16]3)[CH2:20]1)[CH2:12]2)=[O:10]. The catalyst class is: 8. (7) Reactant: [C:1]([C:5]1[CH:28]=[CH:27][C:8]([C:9]([NH:11][C@H:12]([C:23]([O:25][CH3:26])=[O:24])[CH2:13][C:14]2[CH:22]=[CH:21][C:17]([C:18](O)=[O:19])=[CH:16][CH:15]=2)=[O:10])=[CH:7][CH:6]=1)([CH3:4])([CH3:3])[CH3:2].CN1CCOCC1.C(Cl)(=O)OCC(C)C.[CH2:44]([O:51][C:52]1[CH:61]=[CH:60][C:55]([C:56]([NH:58][NH2:59])=[O:57])=[CH:54][CH:53]=1)[CH2:45][CH2:46][CH2:47][CH2:48][CH2:49][CH3:50]. Product: [C:1]([C:5]1[CH:6]=[CH:7][C:8]([C:9]([NH:11][C@@H:12]([CH2:13][C:14]2[CH:15]=[CH:16][C:17]([C:18]([NH:59][NH:58][C:56](=[O:57])[C:55]3[CH:60]=[CH:61][C:52]([O:51][CH2:44][CH2:45][CH2:46][CH2:47][CH2:48][CH2:49][CH3:50])=[CH:53][CH:54]=3)=[O:19])=[CH:21][CH:22]=2)[C:23]([O:25][CH3:26])=[O:24])=[O:10])=[CH:27][CH:28]=1)([CH3:4])([CH3:3])[CH3:2]. The catalyst class is: 1.